From a dataset of Reaction yield outcomes from USPTO patents with 853,638 reactions. Predict the reaction yield, written as a fraction of the theoretical maximum amount of product (1.0 means a 100% yield; for example, 0.34 means a 34% yield). (1) The reactants are [F:1][C:2]([F:23])([F:22])[CH2:3][S:4][C:5]1[CH:12]=[C:11]([C:13]2[C:14]([C:18]([F:21])([F:20])[F:19])=[N:15][NH:16][CH:17]=2)[CH:10]=[CH:9][C:6]=1[CH:7]=O.[C:24](=O)([O-])[O-].[K+].[K+].O1CCOCC1. The catalyst is [Br-].C[P+](C1C=CC=CC=1)(C1C=CC=CC=1)C1C=CC=CC=1.O. The product is [F:1][C:2]([F:23])([F:22])[CH2:3][S:4][C:5]1[CH:12]=[C:11]([C:13]2[C:14]([C:18]([F:21])([F:20])[F:19])=[N:15][NH:16][CH:17]=2)[CH:10]=[CH:9][C:6]=1[CH:7]=[CH2:24]. The yield is 0.438. (2) The reactants are [CH3:1][O:2][C:3]1[CH:4]=[C:5]2[C:10](=[CH:11][CH:12]=1)[CH:9]=[C:8]([C@H:13]([CH3:17])[C:14](Cl)=[O:15])[CH:7]=[CH:6]2.[N+:18]([O:21][CH2:22][CH2:23][CH2:24][CH2:25][OH:26])([O-:20])=[O:19].O.[OH-].[K+]. The catalyst is ClCCl. The product is [N+:18]([O:21][CH2:22][CH2:23][CH2:24][CH2:25][O:26][C:14](=[O:15])[C@H:13]([C:8]1[CH:7]=[CH:6][C:5]2[C:10](=[CH:11][CH:12]=[C:3]([O:2][CH3:1])[CH:4]=2)[CH:9]=1)[CH3:17])([O-:20])=[O:19]. The yield is 0.880. (3) The reactants are [O:1]1[CH2:6][CH2:5][CH:4]([O:7][C:8]2[C:13]([NH2:14])=[CH:12][CH:11]=[CH:10][N:9]=2)[CH2:3][CH2:2]1.Cl[C:16]1[C:17]2[C:24]([CH3:25])=[C:23]([C:26]([O:28][CH3:29])=[O:27])[S:22][C:18]=2[N:19]=[CH:20][N:21]=1.C1(C)C=CC(S(O)(=O)=O)=CC=1.[OH-].[NH4+].O. The catalyst is O1CCOCC1. The product is [CH3:25][C:24]1[C:17]2[C:16]([NH:14][C:13]3[C:8]([O:7][CH:4]4[CH2:5][CH2:6][O:1][CH2:2][CH2:3]4)=[N:9][CH:10]=[CH:11][CH:12]=3)=[N:21][CH:20]=[N:19][C:18]=2[S:22][C:23]=1[C:26]([O:28][CH3:29])=[O:27]. The yield is 0.470. (4) The reactants are [Br:1][C:2]1[CH:3]=[CH:4][C:5]2[S:9](=[O:11])(=[O:10])[NH:8][C:7](=O)[C:6]=2[CH:13]=1. The catalyst is C1COCC1. The product is [Br:1][C:2]1[CH:3]=[CH:4][C:5]2[S:9](=[O:10])(=[O:11])[NH:8][CH2:7][C:6]=2[CH:13]=1. The yield is 0.920. (5) The reactants are [OH:1][CH2:2][C:3]1[N:4]=[C:5]2[CH:14]=[CH:13][CH:12]=[CH:11][N:6]2[C:7](=[O:10])[C:8]=1I.[O-]P([O-])([O-])=O.[K+].[K+].[K+].B1([CH2:32][C:33]2[CH:38]=[CH:37][CH:36]=[CH:35][CH:34]=2)C2CCCC1CCC2.[OH-].[Na+].OO. The catalyst is CN(C=O)C.C(OCC)(=O)C. The product is [CH2:32]([C:8]1[C:7](=[O:10])[N:6]2[CH:11]=[CH:12][CH:13]=[CH:14][C:5]2=[N:4][C:3]=1[CH2:2][OH:1])[C:33]1[CH:38]=[CH:37][CH:36]=[CH:35][CH:34]=1. The yield is 0.910. (6) The reactants are CO[C:3]([C:5]1[CH:6]=[C:7]2[C:11](=[CH:12][CH:13]=1)[NH:10][N:9]=[CH:8]2)=[O:4].[CH:14](I)([CH3:16])[CH3:15]. No catalyst specified. The product is [CH:14]([N:10]1[C:11]2[C:7](=[CH:6][C:5]([CH2:3][OH:4])=[CH:13][CH:12]=2)[CH:8]=[N:9]1)([CH3:16])[CH3:15]. The yield is 0.990. (7) The reactants are [F:1][C:2]1[CH:7]=[CH:6][C:5]([OH:8])=[CH:4][CH:3]=1.C1(P(C2C=CC=CC=2)C2C=CC=CC=2)C=CC=CC=1.[C:28]([N:35]1[CH2:40][CH2:39][CH:38]([CH2:41]O)[CH2:37][CH2:36]1)([O:30][C:31]([CH3:34])([CH3:33])[CH3:32])=[O:29].CCOC(/N=N/C(OCC)=O)=O. The catalyst is C1COCC1. The product is [F:1][C:2]1[CH:7]=[CH:6][C:5]([O:8][CH2:41][CH:38]2[CH2:39][CH2:40][N:35]([C:28]([O:30][C:31]([CH3:32])([CH3:34])[CH3:33])=[O:29])[CH2:36][CH2:37]2)=[CH:4][CH:3]=1. The yield is 0.750. (8) The reactants are [Br:1][C:2]1[CH:3]=[C:4]([CH2:7][N:8]2[C:12](=[O:13])[O:11][N:10]=[C:9]2[C:14]2[C:18]([NH:19][CH2:20][CH2:21][OH:22])=[N:17][O:16][N:15]=2)[O:5][CH:6]=1.[CH3:23][S:24](Cl)(=[O:26])=[O:25].C(N(CC)CC)C. The catalyst is C(OCC)(=O)C. The product is [CH3:23][S:24]([O:22][CH2:21][CH2:20][NH:19][C:18]1[C:14]([C:9]2[N:8]([CH2:7][C:4]3[O:5][CH:6]=[C:2]([Br:1])[CH:3]=3)[C:12](=[O:13])[O:11][N:10]=2)=[N:15][O:16][N:17]=1)(=[O:26])=[O:25]. The yield is 1.00.